This data is from Forward reaction prediction with 1.9M reactions from USPTO patents (1976-2016). The task is: Predict the product of the given reaction. (1) Given the reactants [Br:1][C:2]1[C:3]([O:11][C@@H:12]([CH3:17])[C:13]([F:16])([F:15])[F:14])=[CH:4][C:5]([C:8]([OH:10])=O)=[N:6][CH:7]=1.[NH2:18][C:19]([CH:23]1[CH2:25][CH2:24]1)([CH3:22])[C:20]#[N:21], predict the reaction product. The product is: [CH3:22][C:19]([NH:18][C:8]([C:5]1[CH:4]=[C:3]([O:11][C@@H:12]([CH3:17])[C:13]([F:16])([F:15])[F:14])[C:2]([Br:1])=[CH:7][N:6]=1)=[O:10])([C:20]#[N:21])[CH:23]1[CH2:25][CH2:24]1. (2) Given the reactants C(O[BH-](OC(=O)C)OC(=O)C)(=O)C.[Na+].[F:15][C:16]([F:52])([F:51])[C:17]1[CH:18]=[C:19]([CH:44]=[C:45]([C:47]([F:50])([F:49])[F:48])[CH:46]=1)[CH2:20][N:21]([C:38]1[N:39]=[N:40][N:41]([CH3:43])[N:42]=1)[C@H:22]1[CH2:28][CH2:27][CH2:26][NH:25][C:24]2[CH:29]=[C:30]([C:34]([F:37])([F:36])[F:35])[C:31]([CH3:33])=[CH:32][C:23]1=2.[CH3:53][O:54][C:55](=[O:65])[C:56]1[CH:61]=[C:60]([CH:62]=O)[CH:59]=[CH:58][C:57]=1[OH:64].C(O)(=O)C, predict the reaction product. The product is: [CH3:53][O:54][C:55](=[O:65])[C:56]1[CH:61]=[C:60]([CH2:62][N:25]2[CH2:26][CH2:27][CH2:28][C@H:22]([N:21]([CH2:20][C:19]3[CH:44]=[C:45]([C:47]([F:50])([F:48])[F:49])[CH:46]=[C:17]([C:16]([F:51])([F:15])[F:52])[CH:18]=3)[C:38]3[N:39]=[N:40][N:41]([CH3:43])[N:42]=3)[C:23]3[CH:32]=[C:31]([CH3:33])[C:30]([C:34]([F:35])([F:36])[F:37])=[CH:29][C:24]2=3)[CH:59]=[CH:58][C:57]=1[OH:64]. (3) Given the reactants [F:1][C:2]1[CH:3]=[C:4]([CH:6]=[CH:7][C:8]=1[O:9][CH3:10])[NH2:5].Cl.[N:12]([O-])=O.[Na+].O.O.[Sn](Cl)Cl, predict the reaction product. The product is: [F:1][C:2]1[CH:3]=[C:4]([NH:5][NH2:12])[CH:6]=[CH:7][C:8]=1[O:9][CH3:10]. (4) Given the reactants C1(S([N:10]2[CH:21]=[CH:20][C:19]3[C:11]2=[N:12][CH:13]=[C:14]2[C:18]=3[N:17]([CH:22]3[CH2:27][CH2:26][C:25]([CH2:29][OH:30])([OH:28])[CH2:24][CH2:23]3)[N:16]=[N:15]2)(=O)=O)C=CC=CC=1.[OH-].[Na+].Cl, predict the reaction product. The product is: [OH:30][CH2:29][C:25]1([OH:28])[CH2:24][CH2:23][CH:22]([N:17]2[C:18]3[C:14](=[CH:13][N:12]=[C:11]4[C:19]=3[CH:20]=[CH:21][NH:10]4)[N:15]=[N:16]2)[CH2:27][CH2:26]1. (5) Given the reactants [CH3:1][O:2][C:3]1[C:4]([CH2:18][OH:19])([CH2:13][CH2:14][CH:15]([CH3:17])[CH3:16])[C:5]2[C:10]([CH2:11][CH:12]=1)=[CH:9][CH:8]=[CH:7][CH:6]=2.[C:20](OC(=O)C)(=[O:22])[CH3:21].N1C=CC=CC=1, predict the reaction product. The product is: [C:20]([O:19][CH2:18][C:4]1([CH2:13][CH2:14][CH:15]([CH3:16])[CH3:17])[C:5]2[C:10](=[CH:9][CH:8]=[CH:7][CH:6]=2)[CH2:11][CH:12]=[C:3]1[O:2][CH3:1])(=[O:22])[CH3:21]. (6) Given the reactants [O:1]1[C:5]2[CH:6]=[CH:7][CH:8]=[C:9](OS(C(F)(F)F)(=O)=O)[C:4]=2[CH:3]=[CH:2]1.CC1(C)C(C)(C)OB(C2C3C=COC=3C=CC=2)O1.[CH3:36][O:37][C:38](=[O:57])[NH:39][C:40]1[CH:45]=[C:44]([C:46]([C:48]2[CH:53]=[CH:52][N:51]=[C:50]([O:54][CH3:55])[CH:49]=2)=[O:47])[CH:43]=[C:42](Br)[CH:41]=1, predict the reaction product. The product is: [CH3:36][O:37][C:38](=[O:57])[NH:39][C:40]1[CH:45]=[C:44]([C:46]([C:48]2[CH:53]=[CH:52][N:51]=[C:50]([O:54][CH3:55])[CH:49]=2)=[O:47])[CH:43]=[CH:42][C:41]=1[C:9]1[C:4]2[CH:3]=[CH:2][O:1][C:5]=2[CH:6]=[CH:7][CH:8]=1.